This data is from Forward reaction prediction with 1.9M reactions from USPTO patents (1976-2016). The task is: Predict the product of the given reaction. (1) Given the reactants FC(F)(F)C1C=C(NC(=O)NC2C=CC(C3SC(CCC(O)=O)=NC=3)=CC=2)C=CC=1.[F:31][C:32]1[CH:37]=[CH:36][CH:35]=[C:34]([C:38]([F:41])([F:40])[F:39])[C:33]=1[NH:42][C:43](=[O:66])[NH:44][C:45]1[CH:50]=[CH:49][C:48]([C:51]2[S:55][C:54]([CH:56]3[CH2:61][CH2:60][CH:59]([C:62]([O:64]C)=[O:63])[CH2:58][CH2:57]3)=[N:53][CH:52]=2)=[CH:47][CH:46]=1, predict the reaction product. The product is: [F:31][C:32]1[CH:37]=[CH:36][CH:35]=[C:34]([C:38]([F:40])([F:39])[F:41])[C:33]=1[NH:42][C:43](=[O:66])[NH:44][C:45]1[CH:46]=[CH:47][C:48]([C:51]2[S:55][C:54]([CH:56]3[CH2:57][CH2:58][CH:59]([C:62]([OH:64])=[O:63])[CH2:60][CH2:61]3)=[N:53][CH:52]=2)=[CH:49][CH:50]=1. (2) Given the reactants [Cl:1][C:2]1[CH:31]=[CH:30][C:5]([C:6]([NH:8][C:9]2[CH:14]=[CH:13][C:12]([C@@H:15]([NH:17][C:18]3[C:27]4[C:22](=[CH:23][C:24]([CH3:28])=[CH:25][CH:26]=4)[N:21]=[C:20](Cl)[N:19]=3)[CH3:16])=[CH:11][CH:10]=2)=[O:7])=[CH:4][N:3]=1.[ClH:32].[CH3:33][NH:34][CH3:35], predict the reaction product. The product is: [ClH:1].[ClH:32].[Cl:1][C:2]1[CH:31]=[CH:30][C:5]([C:6]([NH:8][C:9]2[CH:10]=[CH:11][C:12]([C@@H:15]([NH:17][C:18]3[C:27]4[C:22](=[CH:23][C:24]([CH3:28])=[CH:25][CH:26]=4)[N:21]=[C:20]([N:34]([CH3:35])[CH3:33])[N:19]=3)[CH3:16])=[CH:13][CH:14]=2)=[O:7])=[CH:4][N:3]=1. (3) Given the reactants [O:1]=[C:2]1[NH:6][C:5]2([CH:11]3[CH2:12][C:8]4([C:13]([OH:15])=[O:14])[CH:9]([CH2:10]3)[CH:7]24)[C:4](=[O:16])[NH:3]1.[F:17][C:18]1[CH:25]=[CH:24][C:21]([CH2:22]Br)=[CH:20][CH:19]=1.C(=O)([O-])[O-].[K+].[K+], predict the reaction product. The product is: [F:17][C:18]1[CH:25]=[CH:24][C:21]([CH2:22][O:14][C:13]([C:8]23[CH2:12][CH:11]4[C:5]5([C:4](=[O:16])[N:3]([CH2:22][C:21]6[CH:24]=[CH:25][C:18]([F:17])=[CH:19][CH:20]=6)[C:2](=[O:1])[N:6]5[CH2:22][C:21]5[CH:24]=[CH:25][C:18]([F:17])=[CH:19][CH:20]=5)[CH:7]2[CH:9]3[CH2:10]4)=[O:15])=[CH:20][CH:19]=1. (4) The product is: [C:1]([O:5][C:6]([N:8]1[CH2:13][CH2:12][CH:11]([N:14]2[C:18]3=[N:19][CH:20]=[N:21][C:22]([O:24][C:25]4[CH:30]=[CH:29][C:28]([S:31](=[O:33])(=[O:32])[NH2:34])=[CH:27][CH:26]=4)=[C:17]3[CH:16]=[N:15]2)[CH2:10][CH2:9]1)=[O:7])([CH3:4])([CH3:3])[CH3:2]. Given the reactants [C:1]([O:5][C:6]([N:8]1[CH2:13][CH2:12][CH:11]([N:14]2[C:18]3=[N:19][CH:20]=[N:21][C:22](Cl)=[C:17]3[CH:16]=[N:15]2)[CH2:10][CH2:9]1)=[O:7])([CH3:4])([CH3:3])[CH3:2].[OH:24][C:25]1[CH:30]=[CH:29][C:28]([S:31]([NH2:34])(=[O:33])=[O:32])=[CH:27][CH:26]=1, predict the reaction product. (5) Given the reactants Cl[C:2]1[N:3]=[C:4]([N:14]2[CH2:19][CH2:18][O:17][CH2:16][CH2:15]2)[C:5]2[O:11][CH2:10][C:9]([CH3:13])([CH3:12])[O:8][C:6]=2[N:7]=1.[CH3:20][S:21]([NH:24][C:25]1[CH:26]=[C:27](B(O)O)[CH:28]=[CH:29][CH:30]=1)(=[O:23])=[O:22].C(=O)([O-])[O-].[Na+].[Na+], predict the reaction product. The product is: [CH3:12][C:9]1([CH3:13])[O:8][C:6]2[N:7]=[C:2]([C:29]3[CH:30]=[C:25]([NH:24][S:21]([CH3:20])(=[O:22])=[O:23])[CH:26]=[CH:27][CH:28]=3)[N:3]=[C:4]([N:14]3[CH2:19][CH2:18][O:17][CH2:16][CH2:15]3)[C:5]=2[O:11][CH2:10]1. (6) Given the reactants [C:1]1([CH2:11][O:12][CH2:13][C:14]2[O:18][N:17]=[C:16]([C:19]([O:21]CC)=[O:20])[CH:15]=2)[C:10]2[C:5](=[CH:6][CH:7]=[CH:8][CH:9]=2)[CH:4]=[CH:3][CH:2]=1.C(O)C.[OH-].[K+], predict the reaction product. The product is: [C:1]1([CH2:11][O:12][CH2:13][C:14]2[O:18][N:17]=[C:16]([C:19]([OH:21])=[O:20])[CH:15]=2)[C:10]2[C:5](=[CH:6][CH:7]=[CH:8][CH:9]=2)[CH:4]=[CH:3][CH:2]=1. (7) Given the reactants [NH2:1][C@H:2]([C:6]([OH:8])=[O:7])[CH:3]([CH3:5])[CH3:4].[OH-].[Na+].[C:11]1([CH2:17][CH2:18][C:19](Cl)=[O:20])[CH:16]=[CH:15][CH:14]=[CH:13][CH:12]=1, predict the reaction product. The product is: [C:11]1([CH2:17][CH2:18][C:19]([NH:1][C@H:2]([C:6]([OH:8])=[O:7])[CH:3]([CH3:5])[CH3:4])=[O:20])[CH:16]=[CH:15][CH:14]=[CH:13][CH:12]=1.